From a dataset of CYP2C19 inhibition data for predicting drug metabolism from PubChem BioAssay. Regression/Classification. Given a drug SMILES string, predict its absorption, distribution, metabolism, or excretion properties. Task type varies by dataset: regression for continuous measurements (e.g., permeability, clearance, half-life) or binary classification for categorical outcomes (e.g., BBB penetration, CYP inhibition). Dataset: cyp2c19_veith. (1) The compound is C/C(CCN1CCCc2nc(C)c(C)cc21)=N\OC[C@@H](O)[C@@H]1O[C@@H]2OC(C)(C)O[C@@H]2[C@H]1O. The result is 0 (non-inhibitor). (2) The molecule is O=C(O)CCC(=O)N1CCN(c2ccccn2)CC1. The result is 0 (non-inhibitor). (3) The molecule is CCc1ccc(C(=O)CN(C#N)c2nc(C)cc(C)n2)cc1. The result is 1 (inhibitor).